Dataset: Forward reaction prediction with 1.9M reactions from USPTO patents (1976-2016). Task: Predict the product of the given reaction. (1) Given the reactants [H-].[Na+].[C:3]([O:9][CH2:10][CH3:11])(=[O:8])[CH2:4][C:5](C)=O.CS(C1[N:17]=[N:18][C:19]([C:28]2[CH:33]=[CH:32][CH:31]=[CH:30][CH:29]=2)=[C:20]([C:22]2[CH:27]=[CH:26][CH:25]=[CH:24][CH:23]=2)[N:21]=1)(=O)=O, predict the reaction product. The product is: [C:22]1([C:20]2[N:21]=[C:5]([CH2:4][C:3]([O:9][CH2:10][CH3:11])=[O:8])[N:17]=[N:18][C:19]=2[C:28]2[CH:33]=[CH:32][CH:31]=[CH:30][CH:29]=2)[CH:23]=[CH:24][CH:25]=[CH:26][CH:27]=1. (2) Given the reactants Br[CH2:2]/[CH:3]=[CH:4]/[C:5]([NH:7][C:8]1[CH:9]=[C:10]2[C:15](=[CH:16][C:17]=1[O:18][CH3:19])[N:14]=[CH:13][N:12]=[C:11]2[NH:20][C:21]1[CH:26]=[CH:25][C:24]([F:27])=[C:23]([Cl:28])[CH:22]=1)=[O:6].[NH:29]1[CH:35]2[CH2:36][CH2:37][CH2:38][CH:34]2[CH2:33][O:32][CH2:31][CH2:30]1.CCN(C(C)C)C(C)C.O, predict the reaction product. The product is: [Cl:28][C:23]1[CH:22]=[C:21]([NH:20][C:11]2[C:10]3[C:15](=[CH:16][C:17]([O:18][CH3:19])=[C:8]([NH:7][C:5](=[O:6])/[CH:4]=[CH:3]/[CH2:2][N:29]4[CH:35]5[CH2:36][CH2:37][CH2:38][CH:34]5[CH2:33][O:32][CH2:31][CH2:30]4)[CH:9]=3)[N:14]=[CH:13][N:12]=2)[CH:26]=[CH:25][C:24]=1[F:27]. (3) Given the reactants Br[C:2]1[CH:7]=[CH:6][C:5]([C@@H:8]([C:21]2[CH:26]=[CH:25][CH:24]=[CH:23][CH:22]=2)[O:9][C@@H:10]([CH2:17][CH:18]([CH3:20])[CH3:19])[C:11]([NH:13][CH2:14][C:15]#[N:16])=[O:12])=[CH:4][CH:3]=1.[CH3:27][S:28][C:29]1[CH:34]=[CH:33][C:32](B(O)O)=[CH:31][CH:30]=1.[N].C([O-])([O-])=O.[Na+].[Na+], predict the reaction product. The product is: [C:15]([CH2:14][NH:13][C:11](=[O:12])[C@@H:10]([O:9][C@@H:8]([C:5]1[CH:6]=[CH:7][C:2]([C:32]2[CH:33]=[CH:34][C:29]([S:28][CH3:27])=[CH:30][CH:31]=2)=[CH:3][CH:4]=1)[C:21]1[CH:26]=[CH:25][CH:24]=[CH:23][CH:22]=1)[CH2:17][CH:18]([CH3:20])[CH3:19])#[N:16]. (4) Given the reactants Br[C:2]1[CH:3]=[C:4]2[C:9](=[CH:10][CH:11]=1)[N:8]=[CH:7][N:6]=[C:5]2[C:12]1[CH:13]=[C:14]([C:18]([N:20]2[CH2:25][CH2:24][N:23]([CH3:26])[CH2:22][CH2:21]2)=[O:19])[CH:15]=[CH:16][CH:17]=1.C(O[C:32](=O)[N:33](C)[C:34]1[C:39]([CH3:40])=[CH:38][C:37](B2OC(C)(C)C(C)(C)O2)=[CH:36][N:35]=1)(C)(C)C.C([O-])([O-])=O.[Na+].[Na+].C(O)(C(F)(F)F)=O, predict the reaction product. The product is: [CH3:40][C:39]1[CH:38]=[C:37]([C:2]2[CH:3]=[C:4]3[C:9](=[CH:10][CH:11]=2)[N:8]=[CH:7][N:6]=[C:5]3[C:12]2[CH:13]=[C:14]([C:18]([N:20]3[CH2:25][CH2:24][N:23]([CH3:26])[CH2:22][CH2:21]3)=[O:19])[CH:15]=[CH:16][CH:17]=2)[CH:36]=[N:35][C:34]=1[NH:33][CH3:32]. (5) Given the reactants [N+:1]([C:4]1[CH:10]=[CH:9][C:7]([NH2:8])=[CH:6][CH:5]=1)([O-:3])=[O:2].[Cl:11][CH2:12][CH2:13][CH2:14][C:15]#[N:16], predict the reaction product. The product is: [ClH:11].[N+:1]([C:4]1[CH:10]=[CH:9][C:7]([N:8]2[CH2:12][CH2:13][CH2:14][C:15]2=[NH:16])=[CH:6][CH:5]=1)([O-:3])=[O:2]. (6) Given the reactants [Br:1][C:2]1[CH:7]=[CH:6][C:5]([NH:8][C:9]2[C:10]([C:26]([OH:28])=O)=[CH:11][C:12]3[N:16]([CH2:17][CH:18]4[CH2:23][CH2:22][CH2:21][CH2:20][O:19]4)[CH:15]=[N:14][C:13]=3[C:24]=2[F:25])=[C:4]([Cl:29])[CH:3]=1.COC(C1C(NC2C=CC(Br)=CC=2Cl)=C(F)C2[N:38]=CN(CC3CCCCO3)C=2C=1)=O.O1[CH2:64][CH2:63]CC1.[OH2:65].[Li+].[OH-:67], predict the reaction product. The product is: [OH:65][CH2:63][CH2:64][O:67][NH:38][C:26]([C:10]1[C:9]([NH:8][C:5]2[CH:6]=[CH:7][C:2]([Br:1])=[CH:3][C:4]=2[Cl:29])=[C:24]([F:25])[C:13]2[N:14]=[CH:15][N:16]([CH2:17][CH:18]3[CH2:23][CH2:22][CH2:21][CH2:20][O:19]3)[C:12]=2[CH:11]=1)=[O:28]. (7) Given the reactants [CH3:1][N+:2]1[C:6]2[CH:7]=[CH:8][CH:9]=[CH:10][C:5]=2[S:4][C:3]=1SC.CC1C=CC(S(O)(=O)=O)=CC=1.[CH2:24]([N:31]1[C:35](=[O:36])[CH2:34][S:33][C:32]1=[S:37])[C:25]1[CH:30]=[CH:29][CH:28]=[CH:27][CH:26]=1.C(#N)C, predict the reaction product. The product is: [CH3:1][N:2]1[C:6]2[CH:7]=[CH:8][CH:9]=[CH:10][C:5]=2[S:4][C:3]1=[C:34]1[S:33][C:32](=[S:37])[N:31]([CH2:24][C:25]2[CH:30]=[CH:29][CH:28]=[CH:27][CH:26]=2)[C:35]1=[O:36]. (8) The product is: [CH3:15][O:16][C:17]1[CH:22]=[CH:21][C:20]([NH:23][C:2]2[CH:3]=[C:4]([CH3:14])[N:5]=[C:6]([C:8]3[CH:13]=[CH:12][CH:11]=[CH:10][N:9]=3)[N:7]=2)=[CH:19][CH:18]=1. Given the reactants Cl[C:2]1[N:7]=[C:6]([C:8]2[CH:13]=[CH:12][CH:11]=[CH:10][N:9]=2)[N:5]=[C:4]([CH3:14])[CH:3]=1.[CH3:15][O:16][C:17]1[CH:22]=[CH:21][C:20]([NH2:23])=[CH:19][CH:18]=1.Cl.[OH-].[Na+], predict the reaction product. (9) The product is: [CH2:1]([O:3][C:4](=[O:22])[CH2:5][C:6]1[CH:11]=[CH:10][CH:9]=[C:8]([O:12][C:13]2[CH:18]=[CH:17][C:16]([CH3:19])=[CH:15][C:14]=2[CH2:20][Br:24])[CH:7]=1)[CH3:2]. Given the reactants [CH2:1]([O:3][C:4](=[O:22])[CH2:5][C:6]1[CH:11]=[CH:10][CH:9]=[C:8]([O:12][C:13]2[CH:18]=[CH:17][C:16]([CH3:19])=[CH:15][C:14]=2[CH2:20]O)[CH:7]=1)[CH3:2].P(Br)(Br)[Br:24], predict the reaction product. (10) Given the reactants [N:1]12[CH2:8][CH2:7][CH:4]([CH2:5][CH2:6]1)[C@@H:3]([O:9][C:10](=[O:33])[NH:11][C@@H:12]([C:27]1[CH:32]=[CH:31][CH:30]=[CH:29][CH:28]=1)[C:13]1[CH:18]=[CH:17][CH:16]=[C:15]([O:19][CH2:20][CH:21]3[CH2:26][CH2:25][NH:24][CH2:23][CH2:22]3)[CH:14]=1)[CH2:2]2.Cl.O1CCOC1CCCOC(C1CCNCC1)=O.[CH:52]([C:54]1[CH:62]=[CH:61][C:57]([C:58](O)=[O:59])=[CH:56][CH:55]=1)=[O:53].C1([C@H](NC(O[C@@H]2C3CCN(CC3)C2)=O)C2C=C(C=CC=2)OCC2C=CC(C(O)=O)=CC=2)C=CC=CC=1, predict the reaction product. The product is: [N:1]12[CH2:6][CH2:5][CH:4]([CH2:7][CH2:8]1)[C@@H:3]([O:9][C:10](=[O:33])[NH:11][C@H:12]([C:13]1[CH:18]=[CH:17][CH:16]=[C:15]([O:19][CH2:20][CH:21]3[CH2:22][CH2:23][N:24]([C:58](=[O:59])[C:57]4[CH:61]=[CH:62][C:54]([CH:52]=[O:53])=[CH:55][CH:56]=4)[CH2:25][CH2:26]3)[CH:14]=1)[C:27]1[CH:32]=[CH:31][CH:30]=[CH:29][CH:28]=1)[CH2:2]2.